Dataset: hERG potassium channel inhibition data for cardiac toxicity prediction from Karim et al.. Task: Regression/Classification. Given a drug SMILES string, predict its toxicity properties. Task type varies by dataset: regression for continuous values (e.g., LD50, hERG inhibition percentage) or binary classification for toxic/non-toxic outcomes (e.g., AMES mutagenicity, cardiotoxicity, hepatotoxicity). Dataset: herg_karim. The drug is CCOC(=O)C1=C(CN2CCOCC2)NC(c2nccs2)=NC1c1ccc(F)cc1Cl. The result is 1 (blocker).